The task is: Predict which catalyst facilitates the given reaction.. This data is from Catalyst prediction with 721,799 reactions and 888 catalyst types from USPTO. (1) Reactant: C(OP([CH2:9][C:10]([O:12][CH2:13][CH3:14])=[O:11])(OCC)=O)C.[H-].[Na+].[C:17]([C:19]1[CH:24]=[CH:23][C:22]([C:25]2[C:26]([C:33]#[N:34])=[C:27]([CH:31]=O)[NH:28][C:29]=2[CH3:30])=[CH:21][CH:20]=1)#[N:18].[Cl-].[Na+]. Product: [C:33]([C:26]1[C:25]([C:22]2[CH:23]=[CH:24][C:19]([C:17]#[N:18])=[CH:20][CH:21]=2)=[C:29]([CH3:30])[NH:28][C:27]=1/[CH:31]=[CH:9]/[C:10]([O:12][CH2:13][CH3:14])=[O:11])#[N:34]. The catalyst class is: 3. (2) Product: [NH2:13][C:12]1[C:11]2[C:10]3[CH2:9][CH2:8][CH2:7][CH2:6][C:5]=3[N:4]=[N:3][C:2]=2[S:20][C:19]=1[C:18]([O:22][CH3:23])=[O:21]. Reactant: Cl[C:2]1[N:3]=[N:4][C:5]2[CH2:6][CH2:7][CH2:8][CH2:9][C:10]=2[C:11]=1[C:12]#[N:13].CC(O)C.[C:18]([O:22][CH3:23])(=[O:21])[CH2:19][SH:20].C([O-])([O-])=O.[K+].[K+]. The catalyst class is: 4. (3) Reactant: [C:1]([O:5][C:6]([NH:8][C@H:9]([C:13]([CH3:16])([CH3:15])[CH3:14])[C:10](O)=[O:11])=[O:7])([CH3:4])([CH3:3])[CH3:2].N1C(F)=NC(F)=NC=1[F:19].N1C=CC=CC=1. Product: [C:1]([O:5][C:6](=[O:7])[NH:8][C@@H:9]([C:10]([F:19])=[O:11])[C:13]([CH3:16])([CH3:15])[CH3:14])([CH3:4])([CH3:3])[CH3:2]. The catalyst class is: 2. (4) Reactant: [C:1]([O:10][CH2:11][CH3:12])(=[O:9])/[CH:2]=[CH:3]/[C:4]([O:6][CH2:7][CH3:8])=[O:5].[C:13]([O:20][CH:21]([CH3:23])[CH3:22])(=[O:19])/[CH:14]=[CH:15]/[C:16]([O-:18])=[O:17].[C:24]([O:34][CH:35]([CH3:37])[CH3:36])(=[O:33])[CH:25]=[CH:26][C:27]1[CH:32]=[CH:31][CH:30]=[CH:29][CH:28]=1.C(OOC(C)(C)C)(=O)C(C)(C)C. Product: [C:4]([O:6][CH2:7][CH3:8])(=[O:5])/[CH:3]=[CH:2]/[C:1]([O:10][CH2:11][CH3:12])=[O:9].[C:13]([O:20][CH:21]([CH3:23])[CH3:22])(=[O:19])/[CH:14]=[CH:15]/[C:16]([O-:18])=[O:17].[C:24]([O:34][CH:35]([CH3:37])[CH3:36])(=[O:33])[CH:25]=[CH:26][C:27]1[CH:28]=[CH:29][CH:30]=[CH:31][CH:32]=1. The catalyst class is: 188. (5) Reactant: [F:1][C:2]1[CH:3]=[C:4]([CH:8]=[C:9]([F:11])[CH:10]=1)[C:5]([OH:7])=O.O.ON1C2C=CC=CC=2N=N1.Cl.CN(C)CCCN=C=NCC.C(N(CC)C(C)C)(C)C.[Cl:44][C:45]1[CH:50]=[CH:49][C:48]([NH:51][CH2:52][CH2:53][CH2:54][NH2:55])=[CH:47][CH:46]=1. Product: [Cl:44][C:45]1[CH:46]=[CH:47][C:48]([NH:51][CH2:52][CH2:53][CH2:54][NH:55][C:5](=[O:7])[C:4]2[CH:8]=[C:9]([F:11])[CH:10]=[C:2]([F:1])[CH:3]=2)=[CH:49][CH:50]=1. The catalyst class is: 56.